From a dataset of Forward reaction prediction with 1.9M reactions from USPTO patents (1976-2016). Predict the product of the given reaction. (1) Given the reactants [F:1][C:2]([F:30])([F:29])[C:3]1[CH:4]=[C:5]([CH:22]=[C:23]([C:25]([F:28])([F:27])[F:26])[CH:24]=1)[CH2:6][O:7][CH2:8][C@H:9]1[C@H:14]([C:15]2[CH:20]=[CH:19][C:18]([F:21])=[CH:17][CH:16]=2)[CH2:13][CH2:12][NH:11][CH2:10]1.Br[CH2:32][C:33]#[N:34].C(=O)([O-])[O-].[K+].[K+], predict the reaction product. The product is: [F:28][C:25]([F:26])([F:27])[C:23]1[CH:22]=[C:5]([CH:4]=[C:3]([C:2]([F:1])([F:29])[F:30])[CH:24]=1)[CH2:6][O:7][CH2:8][C@H:9]1[C@H:14]([C:15]2[CH:16]=[CH:17][C:18]([F:21])=[CH:19][CH:20]=2)[CH2:13][CH2:12][N:11]([CH2:32][C:33]#[N:34])[CH2:10]1. (2) Given the reactants [S:1]1[C:5]2[CH:6]=[C:7]([NH2:10])[CH:8]=[CH:9][C:4]=2[N:3]=[CH:2]1.C(O[CH:14]=[C:15]([C:21](=[O:28])[NH:22][C:23](OCC)=[O:24])[C:16]([O:18][CH2:19][CH3:20])=[O:17])C.Cl, predict the reaction product. The product is: [S:1]1[C:5]2[CH:6]=[C:7]([N:10]3[CH:14]=[C:15]([C:16]([O:18][CH2:19][CH3:20])=[O:17])[C:21](=[O:28])[NH:22][C:23]3=[O:24])[CH:8]=[CH:9][C:4]=2[N:3]=[CH:2]1. (3) Given the reactants Cl[C:2]1[CH:3]=[C:4]([C:9]2[N:13]3[C:14]4[N:22]=[C:21]([O:23][CH3:24])[CH:20]=[CH:19][C:15]=4[N:16]=[C:17]([CH3:18])[C:12]3=[C:11]([CH3:25])[N:10]=2)[CH:5]=C(Cl)C=1.[O:26]1C=CC(B(O)O)=C1.C([O-])([O-])=O.[K+].[K+], predict the reaction product. The product is: [O:26]1[CH:2]=[CH:3][C:4]([C:9]2[N:13]3[C:14]4[N:22]=[C:21]([O:23][CH3:24])[CH:20]=[CH:19][C:15]=4[N:16]=[C:17]([CH3:18])[C:12]3=[C:11]([CH3:25])[N:10]=2)=[CH:5]1. (4) Given the reactants [CH2:1]([C:5]1[CH:13]=[CH:12][C:8]([C:9]([OH:11])=O)=[CH:7][CH:6]=1)[CH:2]([CH3:4])[CH3:3].Cl.C([N:17]=[C:18]=[N:19]CCCN(C)C)C.O.ON1[C:32]2[CH:33]=[CH:34][CH:35]=[CH:36][C:31]=2N=N1.O.CN(C)[CH:40]=[O:41], predict the reaction product. The product is: [CH2:1]([C:5]1[CH:6]=[CH:7][C:8]([C:9]2[O:11][N:19]=[C:18]([C:31]3[CH:36]=[CH:35][C:34]([CH2:40][OH:41])=[CH:33][CH:32]=3)[N:17]=2)=[CH:12][CH:13]=1)[CH:2]([CH3:3])[CH3:4]. (5) Given the reactants [C:1]([C:5]1[CH:23]=[CH:22][C:8]2[N:9](C)[C:10]([C:12]3[C:17]([CH2:18][OH:19])=[C:16]([Cl:20])[CH:15]=[CH:14][N:13]=3)=[N:11][C:7]=2[CH:6]=1)([CH3:4])([CH3:3])[CH3:2].[C:24]([O:27][CH2:28][C:29]1[C:30]([C:36]2[N:40]([CH3:41])[C:39]3[CH:42]=[CH:43][C:44]([C:46]([CH3:49])([CH3:48])[CH3:47])=[CH:45][C:38]=3[N:37]=2)=[N:31][CH:32]=[CH:33][C:34]=1[Cl:35])(=O)C.[OH-].[Na+], predict the reaction product. The product is: [C:1]([C:5]1[CH:23]=[CH:22][C:8]2[N:9]=[C:10]([C:12]3[C:17]([CH2:18][OH:19])=[C:16]([Cl:20])[CH:15]=[CH:14][N:13]=3)[N:11]([CH3:24])[C:7]=2[CH:6]=1)([CH3:2])([CH3:3])[CH3:4].[C:46]([C:44]1[CH:43]=[CH:42][C:39]2[N:40]([CH3:41])[C:36]([C:30]3[C:29]([CH2:28][OH:27])=[C:34]([Cl:35])[CH:33]=[CH:32][N:31]=3)=[N:37][C:38]=2[CH:45]=1)([CH3:49])([CH3:47])[CH3:48]. (6) Given the reactants [Cl:1][C:2]1[CH:7]=[CH:6][C:5]([C:8]2[CH:9]=[C:10]([C:19]([OH:21])=O)[CH:11]=[N:12][C:13]=2[O:14][CH2:15][CH:16]2[CH2:18][CH2:17]2)=[CH:4][CH:3]=1.[F:22][C:23]([F:32])([F:31])[C:24]1[O:28][N:27]=[C:26]([CH2:29][NH2:30])[CH:25]=1, predict the reaction product. The product is: [Cl:1][C:2]1[CH:3]=[CH:4][C:5]([C:8]2[C:13]([O:14][CH2:15][CH:16]3[CH2:17][CH2:18]3)=[N:12][CH:11]=[C:10]([CH:9]=2)[C:19]([NH:30][CH2:29][C:26]2[CH:25]=[C:24]([C:23]([F:32])([F:31])[F:22])[O:28][N:27]=2)=[O:21])=[CH:6][CH:7]=1. (7) Given the reactants Cl.[NH2:2][CH2:3][C:4]([C:6]1[CH:11]=[CH:10][CH:9]=[C:8]([Br:12])[N:7]=1)=[O:5].C([C:17]([NH:19][C@H:20]([C:22](O)=[O:23])[CH3:21])=[O:18])(C)(C)C.Cl.CN(C)[CH2:28][CH2:29][CH2:30]N=C=NCC.[OH2:37].ON1C2C=CC=C[C:42]=2N=N1, predict the reaction product. The product is: [C:29]([O:37][C:17](=[O:18])[NH:19][C@H:20]([C:22](=[O:23])[NH:2][CH2:3][C:4]([C:6]1[CH:11]=[CH:10][CH:9]=[C:8]([Br:12])[N:7]=1)=[O:5])[CH3:21])([CH3:30])([CH3:42])[CH3:28]. (8) Given the reactants [N:1]1[CH:6]=[CH:5][CH:4]=[CH:3][C:2]=1[C:7]1[C:8]([NH2:14])=[N:9][CH:10]=[C:11]([NH2:13])[CH:12]=1.[Cl:15][C:16]1[C:21]([C:22](O)=[O:23])=[C:20]([F:25])[C:19]([NH:26][S:27]([CH2:30][CH2:31][CH3:32])(=[O:29])=[O:28])=[CH:18][CH:17]=1, predict the reaction product. The product is: [NH2:14][C:8]1[C:7]([C:2]2[CH:3]=[CH:4][CH:5]=[CH:6][N:1]=2)=[CH:12][C:11]([NH:13][C:22](=[O:23])[C:21]2[C:16]([Cl:15])=[CH:17][CH:18]=[C:19]([NH:26][S:27]([CH2:30][CH2:31][CH3:32])(=[O:29])=[O:28])[C:20]=2[F:25])=[CH:10][N:9]=1.